Dataset: NCI-60 drug combinations with 297,098 pairs across 59 cell lines. Task: Regression. Given two drug SMILES strings and cell line genomic features, predict the synergy score measuring deviation from expected non-interaction effect. Drug 1: CC1=C(C=C(C=C1)NC2=NC=CC(=N2)N(C)C3=CC4=NN(C(=C4C=C3)C)C)S(=O)(=O)N.Cl. Drug 2: CC1OCC2C(O1)C(C(C(O2)OC3C4COC(=O)C4C(C5=CC6=C(C=C35)OCO6)C7=CC(=C(C(=C7)OC)O)OC)O)O. Cell line: IGROV1. Synergy scores: CSS=27.6, Synergy_ZIP=1.31, Synergy_Bliss=2.66, Synergy_Loewe=-10.1, Synergy_HSA=3.05.